This data is from Full USPTO retrosynthesis dataset with 1.9M reactions from patents (1976-2016). The task is: Predict the reactants needed to synthesize the given product. (1) Given the product [C:2]1([C:1]2[NH:8][CH:4]=[C:3]([C:2]3[CH:7]=[CH:18][N:16]=[CH:15][CH:1]=3)[N:9]=2)[CH:7]=[CH:6][CH:5]=[CH:4][CH:3]=1, predict the reactants needed to synthesize it. The reactants are: [C:1]([NH2:9])(=[NH:8])[C:2]1[CH:7]=[CH:6][CH:5]=[CH:4][CH:3]=1.C([O-])(O)=O.[Na+].[CH3:15][N:16]([CH:18]=O)C. (2) Given the product [I:1][C:2]1[CH:7]=[CH:6][N:5]=[C:4]2[CH:8]=[N:9][N:10]([CH2:19][C:20]3[CH:25]=[CH:24][C:23]([O:26][CH3:27])=[CH:22][CH:21]=3)[C:3]=12.[I:1][C:2]1[C:3]2[C:4](=[CH:8][N:9]([CH2:19][C:20]3[CH:25]=[CH:24][C:23]([O:26][CH3:27])=[CH:22][CH:21]=3)[N:10]=2)[N:5]=[CH:6][CH:7]=1, predict the reactants needed to synthesize it. The reactants are: [I:1][C:2]1[CH:7]=[CH:6][N:5]=[C:4]2[CH:8]=[N:9][NH:10][C:3]=12.[H-].[Na+].CN(C=O)C.Cl[CH2:19][C:20]1[CH:25]=[CH:24][C:23]([O:26][CH3:27])=[CH:22][CH:21]=1. (3) Given the product [CH3:1][C:2]1[CH:14]=[C:13]([CH:15]([C:17]2[CH:22]=[CH:21][CH:20]=[CH:19][CH:18]=2)[CH3:16])[CH:12]=[CH:11][C:3]=1[C:4]([OH:6])=[O:5], predict the reactants needed to synthesize it. The reactants are: [CH3:1][C:2]1[CH:14]=[C:13]([CH:15]([C:17]2[CH:22]=[CH:21][CH:20]=[CH:19][CH:18]=2)[CH3:16])[CH:12]=[CH:11][C:3]=1[C:4]([O:6]C(C)(C)C)=[O:5].FC(F)(F)C(O)=O. (4) Given the product [Cl:17][C:18]1[CH:19]=[CH:20][C:21]([C:24]2[CH:29]=[CH:28][C:27]([C:30]([NH:12][C:9]3[CH:10]=[CH:11][C:6]4[N:7]([C:15]([CH3:16])=[C:4]([CH:1]5[CH2:3][CH2:2]5)[N:5]=4)[CH:8]=3)=[O:31])=[CH:26][CH:25]=2)=[N:22][CH:23]=1, predict the reactants needed to synthesize it. The reactants are: [CH:1]1([C:4]2[N:5]=[C:6]3[CH:11]=[CH:10][C:9]([N+:12]([O-])=O)=[CH:8][N:7]3[C:15]=2[CH3:16])[CH2:3][CH2:2]1.[Cl:17][C:18]1[CH:19]=[CH:20][C:21]([C:24]2[CH:29]=[CH:28][C:27]([C:30](O)=[O:31])=[CH:26][CH:25]=2)=[N:22][CH:23]=1. (5) Given the product [Si:30]([O:37][C:38]1[CH:39]=[CH:40][C:41]([CH2:44][C:45]([NH:21][C:18]2[C:17]([C:22]([C:24]3[CH:29]=[CH:28][CH:27]=[CH:26][CH:25]=3)=[CH2:23])=[N:16][C:15]([C:12]3[CH:11]=[CH:10][C:9]([O:8][Si:1]([C:4]([CH3:7])([CH3:5])[CH3:6])([CH3:2])[CH3:3])=[CH:14][CH:13]=3)=[CH:20][N:19]=2)=[O:46])=[CH:42][CH:43]=1)([C:33]([CH3:36])([CH3:35])[CH3:34])([CH3:32])[CH3:31], predict the reactants needed to synthesize it. The reactants are: [Si:1]([O:8][C:9]1[CH:14]=[CH:13][C:12]([C:15]2[N:16]=[C:17]([C:22]([C:24]3[CH:29]=[CH:28][CH:27]=[CH:26][CH:25]=3)=[CH2:23])[C:18]([NH2:21])=[N:19][CH:20]=2)=[CH:11][CH:10]=1)([C:4]([CH3:7])([CH3:6])[CH3:5])([CH3:3])[CH3:2].[Si:30]([O:37][C:38]1[CH:43]=[CH:42][C:41]([CH2:44][C:45](Cl)=[O:46])=[CH:40][CH:39]=1)([C:33]([CH3:36])([CH3:35])[CH3:34])([CH3:32])[CH3:31].O. (6) Given the product [F:28][C:29]1[CH:34]=[CH:33][CH:32]=[C:31]([F:35])[C:30]=1[CH:36]1[C:40]([CH3:41])=[N:56][NH:55][C:38](=[O:39])[CH:37]1[C:44]1[CH:49]=[C:48]([O:50][CH3:51])[CH:47]=[C:46]([O:52][CH3:53])[CH:45]=1, predict the reactants needed to synthesize it. The reactants are: COC1C=C(C2C(O)(C)OC(=O)C=2C2C(F)=CC(F)=CC=2F)C=C(OC)C=1.[F:28][C:29]1[CH:34]=[CH:33][CH:32]=[C:31]([F:35])[C:30]=1[C:36]1[C:40](O)([CH3:41])[O:39][C:38](=O)[C:37]=1[C:44]1[CH:49]=[C:48]([O:50][CH3:51])[CH:47]=[C:46]([O:52][CH3:53])[CH:45]=1.O.[NH2:55][NH2:56]. (7) Given the product [C:19](=[O:25])([O:20][N:28]1[C:32](=[O:33])[CH2:31][CH2:30][C:29]1=[O:34])[O:5][CH:1]1[CH2:4][CH2:3][CH2:2]1, predict the reactants needed to synthesize it. The reactants are: [CH:1]1([OH:5])[CH2:4][CH2:3][CH2:2]1.CN(C)C1C=CC=CC=1.ClC(Cl)(O[C:19](=[O:25])[O:20]C(Cl)(Cl)Cl)Cl.O[N:28]1[C:32](=[O:33])[CH2:31][CH2:30][C:29]1=[O:34].